Dataset: Forward reaction prediction with 1.9M reactions from USPTO patents (1976-2016). Task: Predict the product of the given reaction. (1) Given the reactants [Cl:1][CH2:2][C:3]([C:5]1[CH:10]=[C:9]([N+:11]([O-:13])=[O:12])[C:8]([OH:14])=[C:7]([OH:15])[CH:6]=1)=[O:4].[N:16]1[CH:21]=[CH:20][CH:19]=[CH:18][CH:17]=1, predict the reaction product. The product is: [Cl-:1].[CH:3](=[O:4])[CH3:2].[OH:15][C:7]1[CH:6]=[C:5]([N:16]2[CH:17]=[CH:18][CH:19]=[CH:20][CH3+:21]2)[CH:10]=[C:9]([N+:11]([O-:13])=[O:12])[C:8]=1[OH:14]. (2) Given the reactants [C:1](Cl)(=O)[C:2]([Cl:4])=[O:3].[F:7][C:8]([F:25])([F:24])[C:9]1[CH:14]=[CH:13][C:12]([C:15]2C(C(O)=O)=[CH:17][CH:18]=[CH:19][CH:20]=2)=[CH:11][CH:10]=1.CN(C)C=O, predict the reaction product. The product is: [F:7][C:8]([F:24])([F:25])[C:9]1[CH:10]=[CH:11][C:12]([C:15]2[C:1]([C:2]([Cl:4])=[O:3])=[CH:17][CH:18]=[CH:19][CH:20]=2)=[CH:13][CH:14]=1. (3) Given the reactants C[O:2][C:3](=[O:32])[CH2:4][O:5][C:6]1[CH:15]=[CH:14][C:13]([Cl:16])=[C:12]2[C:7]=1[C:8]([O:28][CH:29]([F:31])[F:30])=[C:9]([CH2:19][C:20]1[CH:25]=[CH:24][C:23]([C:26]#[N:27])=[CH:22][CH:21]=1)[C:10]([CH2:17][CH3:18])=[N:11]2.[OH-].[Li+], predict the reaction product. The product is: [Cl:16][C:13]1[CH:14]=[CH:15][C:6]([O:5][CH2:4][C:3]([OH:32])=[O:2])=[C:7]2[C:12]=1[N:11]=[C:10]([CH2:17][CH3:18])[C:9]([CH2:19][C:20]1[CH:21]=[CH:22][C:23]([C:26]#[N:27])=[CH:24][CH:25]=1)=[C:8]2[O:28][CH:29]([F:31])[F:30]. (4) The product is: [CH3:18][N:19]([CH:21]=[C:10]1[C:9](=[O:14])[CH2:8][CH:7]([C:4]2[CH:3]=[CH:2][C:1]([CH3:15])=[CH:6][CH:5]=2)[CH2:12][C:11]1=[O:13])[CH3:20]. Given the reactants [C:1]1([CH3:15])[CH:6]=[CH:5][C:4]([CH:7]2[CH2:12][C:11](=[O:13])[CH2:10][C:9](=[O:14])[CH2:8]2)=[CH:3][CH:2]=1.CO[CH:18](OC)[N:19]([CH3:21])[CH3:20].ClC1C=CC(C2CC(=O)C(=CN(C)C)C(=O)C2)=CC=1, predict the reaction product. (5) Given the reactants [F:1][C:2]1[CH:7]=[CH:6][C:5]([S:8][C:9]2[CH:14]=[CH:13][C:12]([C:15]3[CH:19]=[CH:18][NH:17][N:16]=3)=[CH:11][CH:10]=2)=[CH:4][CH:3]=1.[O-:20][C:21]#[N:22].[Na+], predict the reaction product. The product is: [F:1][C:2]1[CH:3]=[CH:4][C:5]([S:8][C:9]2[CH:14]=[CH:13][C:12]([C:15]3[CH:19]=[CH:18][N:17]([C:21]([NH2:22])=[O:20])[N:16]=3)=[CH:11][CH:10]=2)=[CH:6][CH:7]=1. (6) Given the reactants [F:1][C:2]1[C:3]([CH3:11])=[C:4]([C@@H:8]([NH2:10])[CH3:9])[CH:5]=[CH:6][CH:7]=1.C([O:16][C:17]([C:19]1[CH:24]=[CH:23][CH:22]=[CH:21][C:20]=1[C:25]1[CH:30]=[CH:29][C:28]([CH2:31][N:32]2[C:40]3[C:35](=[CH:36][C:37]([C:41](O)=[O:42])=[CH:38][CH:39]=3)[C:34]([CH3:44])=[C:33]2[CH3:45])=[CH:27][CH:26]=1)=[O:18])(C)(C)C, predict the reaction product. The product is: [F:1][C:2]1[C:3]([CH3:11])=[C:4]([C@@H:8]([NH:10][C:41]([C:37]2[CH:36]=[C:35]3[C:40](=[CH:39][CH:38]=2)[N:32]([CH2:31][C:28]2[CH:27]=[CH:26][C:25]([C:20]4[C:19]([C:17]([OH:18])=[O:16])=[CH:24][CH:23]=[CH:22][CH:21]=4)=[CH:30][CH:29]=2)[C:33]([CH3:45])=[C:34]3[CH3:44])=[O:42])[CH3:9])[CH:5]=[CH:6][CH:7]=1. (7) Given the reactants [Cl-].[Al+3].[Cl-].[Cl-].[NH2:5][N:6]1[CH2:11][CH2:10][CH2:9][CH2:8][CH2:7]1.C([O:14][C:15]([C:17]1[N:18]=[C:19]([C:32]2[CH:37]=[CH:36][C:35]([Cl:38])=[CH:34][C:33]=2[Cl:39])[N:20]([C:24]2[CH:29]=[CH:28][C:27]([O:30][CH3:31])=[CH:26][CH:25]=2)[C:21]=1[CH2:22][OH:23])=O)C.O, predict the reaction product. The product is: [N:6]1([NH:5][C:15]([C:17]2[N:18]=[C:19]([C:32]3[CH:37]=[CH:36][C:35]([Cl:38])=[CH:34][C:33]=3[Cl:39])[N:20]([C:24]3[CH:25]=[CH:26][C:27]([O:30][CH3:31])=[CH:28][CH:29]=3)[C:21]=2[CH2:22][OH:23])=[O:14])[CH2:11][CH2:10][CH2:9][CH2:8][CH2:7]1. (8) Given the reactants [F:1][C:2]([F:30])([C:11]1[CH:16]=[C:15]([N+:17]([O-:19])=[O:18])[CH:14]=[C:13]([O:20]CC2C=CC(OC)=CC=2)[CH:12]=1)[C:3]1[CH:4]=[C:5]([CH:8]=[CH:9][CH:10]=1)[C:6]#[N:7].C(O)(C(F)(F)F)=O, predict the reaction product. The product is: [F:1][C:2]([F:30])([C:11]1[CH:16]=[C:15]([N+:17]([O-:19])=[O:18])[CH:14]=[C:13]([OH:20])[CH:12]=1)[C:3]1[CH:4]=[C:5]([CH:8]=[CH:9][CH:10]=1)[C:6]#[N:7].